From a dataset of Microsomal clearance measurements from AstraZeneca. Regression/Classification. Given a drug SMILES string, predict its absorption, distribution, metabolism, or excretion properties. Task type varies by dataset: regression for continuous measurements (e.g., permeability, clearance, half-life) or binary classification for categorical outcomes (e.g., BBB penetration, CYP inhibition). For this dataset (clearance_microsome_az), we predict log10(clearance) (log10 of the in vitro intrinsic clearance, CLint, in uL/min per mg of human liver microsomal protein, equivalently mL/min/g; values are censored to the assay range of 3 to 150, which is 0.477 to 2.18 on this log10 scale). (1) The molecule is CN(C)C(C)(C(=O)OC1CC[N+](C)(C)CC1)c1ccccc1. The log10(clearance) is 0.480. (2) The drug is COc1ccccc1CNCCc1cccc(CCNC[C@H](O)c2ccc(O)c3[nH]c(=O)sc23)c1. The log10(clearance) is 1.75. (3) The compound is O=c1[nH]c2c(O)ccc([C@@H](O)CNCCCOCCOCCc3ccccc3)c2s1. The log10(clearance) is 0.950. (4) The drug is C[C@H]1CN(Cc2cc(Cl)ccc2OCC(=O)O)CCN1C(=O)Cc1ccccc1. The log10(clearance) is 0.480.